Dataset: Catalyst prediction with 721,799 reactions and 888 catalyst types from USPTO. Task: Predict which catalyst facilitates the given reaction. Reactant: [CH2:1]([NH:3][C:4]1[N:5]=[CH:6][C:7]2[C:16](=[O:17])[N:15]([CH2:18][C:19]3[CH:24]=[CH:23][C:22]([N+:25]([O-])=O)=[CH:21][CH:20]=3)[CH2:14][CH:13]3[N:9]([CH2:10][CH2:11][CH2:12]3)[C:8]=2[N:28]=1)[CH3:2].[H][H]. Product: [NH2:25][C:22]1[CH:21]=[CH:20][C:19]([CH2:18][N:15]2[CH2:14][CH:13]3[N:9]([CH2:10][CH2:11][CH2:12]3)[C:8]3[N:28]=[C:4]([NH:3][CH2:1][CH3:2])[N:5]=[CH:6][C:7]=3[C:16]2=[O:17])=[CH:24][CH:23]=1. The catalyst class is: 791.